This data is from Peptide-MHC class II binding affinity with 134,281 pairs from IEDB. The task is: Regression. Given a peptide amino acid sequence and an MHC pseudo amino acid sequence, predict their binding affinity value. This is MHC class II binding data. The peptide sequence is ATEVVRRLTATAHRG. The MHC is DRB3_0101 with pseudo-sequence DRB3_0101. The binding affinity (normalized) is 0.0638.